This data is from Forward reaction prediction with 1.9M reactions from USPTO patents (1976-2016). The task is: Predict the product of the given reaction. Given the reactants C(OC([NH:8][C@@H:9]1[CH2:14][CH2:13][CH2:12][N:11]([C:15]2[N:19](COC)[N:18]=[C:17]([C:23]([NH:25][C@H:26]([C:34]([O:36][CH3:37])=[O:35])[C:27](=O)[CH2:28][C:29]([O:31][CH3:32])=[O:30])=[O:24])[C:16]=2[CH2:38][C:39]2[CH:44]=[CH:43][CH:42]=[CH:41][C:40]=2[Cl:45])[CH2:10]1)=O)(C)(C)C.O, predict the reaction product. The product is: [ClH:45].[NH2:8][C@@H:9]1[CH2:14][CH2:13][CH2:12][N:11]([C:15]2[C:16]([CH2:38][C:39]3[CH:44]=[CH:43][CH:42]=[CH:41][C:40]=3[Cl:45])=[C:17]3[C:23](=[O:24])[NH:25][C:26]([C:34]([O:36][CH3:37])=[O:35])=[C:27]([CH2:28][C:29]([O:31][CH3:32])=[O:30])[N:18]3[N:19]=2)[CH2:10]1.